From a dataset of Catalyst prediction with 721,799 reactions and 888 catalyst types from USPTO. Predict which catalyst facilitates the given reaction. (1) Reactant: [C:1]([C:3]1[CH:4]=[N:5][C:6]2[C:11]([C:12]=1[NH:13][C:14]1[CH:19]=[C:18]([O:20][CH3:21])[C:17]([Cl:22])=[CH:16][C:15]=1[Cl:23])=[CH:10][C:9]([O:24][CH3:25])=[C:8]([NH:26]C(=O)C)[CH:7]=2)#[N:2]. Product: [NH2:26][C:8]1[CH:7]=[C:6]2[C:11]([C:12]([NH:13][C:14]3[CH:19]=[C:18]([O:20][CH3:21])[C:17]([Cl:22])=[CH:16][C:15]=3[Cl:23])=[C:3]([C:1]#[N:2])[CH:4]=[N:5]2)=[CH:10][C:9]=1[O:24][CH3:25]. The catalyst class is: 33. (2) Reactant: [NH2:1][C:2]([C:4]1[CH:5]=[C:6]([CH:30]([OH:33])[CH2:31][OH:32])[CH:7]=[C:8]2[C:13]=1[N:12]=[CH:11][N:10]=[C:9]2[NH:14][CH2:15][C:16]1[CH:17]=[C:18]([NH:22]C(=O)OC(C)(C)C)[CH:19]=[CH:20][CH:21]=1)=[O:3].Cl.O1CCOCC1. Product: [NH2:22][C:18]1[CH:17]=[C:16]([CH:21]=[CH:20][CH:19]=1)[CH2:15][NH:14][C:9]1[C:8]2[C:13](=[C:4]([C:2]([NH2:1])=[O:3])[CH:5]=[C:6]([CH:30]([OH:33])[CH2:31][OH:32])[CH:7]=2)[N:12]=[CH:11][N:10]=1. The catalyst class is: 5. (3) Reactant: [Cl-].[CH2:2]([NH+:9]([CH3:41])[CH2:10][CH2:11][O:12][C@H:13]1[CH2:20][N:19]2[C:21]3[CH:22]=[C:23]([C:34]([OH:36])=[O:35])[CH:24]=[CH:25][C:26]=3[C:27]([CH:28]3[CH2:33][CH2:32][CH2:31][CH2:30][CH2:29]3)=[C:18]2[C:17]2[CH:37]=[CH:38][CH:39]=[CH:40][C:16]=2[O:15][CH2:14]1)[C:3]1[CH:8]=[CH:7][CH:6]=[CH:5][CH:4]=1.[C:42](Cl)(=O)C. Product: [CH2:2]([N:9]([CH3:41])[CH2:10][CH2:11][O:12][C@H:13]1[CH2:20][N:19]2[C:21]3[CH:22]=[C:23]([C:34]([O:36][CH3:42])=[O:35])[CH:24]=[CH:25][C:26]=3[C:27]([CH:28]3[CH2:33][CH2:32][CH2:31][CH2:30][CH2:29]3)=[C:18]2[C:17]2[CH:37]=[CH:38][CH:39]=[CH:40][C:16]=2[O:15][CH2:14]1)[C:3]1[CH:4]=[CH:5][CH:6]=[CH:7][CH:8]=1. The catalyst class is: 5.